Dataset: Reaction yield outcomes from USPTO patents with 853,638 reactions. Task: Predict the reaction yield, written as a fraction of the theoretical maximum amount of product (1.0 means a 100% yield; for example, 0.34 means a 34% yield). (1) The reactants are [Br:1][C:2]1[CH:3]=[CH:4][C:5]([C:8]2[CH:9]=[C:10]([CH2:14][NH2:15])[CH:11]=[CH:12][CH:13]=2)=[N:6][CH:7]=1.CN(C1C=CC=CN=1)C.[C:25](OC([O-])=O)([O:27][C:28]([CH3:31])([CH3:30])[CH3:29])=[O:26].O. The catalyst is ClCCl.C(N(CC)CC)C. The product is [C:28]([O:27][C:25](=[O:26])[NH:15][CH2:14][C:10]1[CH:11]=[CH:12][CH:13]=[C:8]([C:5]2[CH:4]=[CH:3][C:2]([Br:1])=[CH:7][N:6]=2)[CH:9]=1)([CH3:31])([CH3:30])[CH3:29]. The yield is 0.810. (2) The reactants are [CH3:1][O:2][C:3]1[CH:4]=[C:5]2[C:9](=[CH:10][C:11]=1[C:12]([F:15])([F:14])[F:13])[NH:8][CH:7]=[C:6]2[CH3:16].[H-].[Na+].I[CH3:20]. The catalyst is CN(C=O)C. The product is [CH3:1][O:2][C:3]1[CH:4]=[C:5]2[C:9](=[CH:10][C:11]=1[C:12]([F:15])([F:13])[F:14])[N:8]([CH3:20])[CH:7]=[C:6]2[CH3:16]. The yield is 0.750.